Predict the reactants needed to synthesize the given product. From a dataset of Full USPTO retrosynthesis dataset with 1.9M reactions from patents (1976-2016). (1) Given the product [N:15]1([CH:21]2[CH2:26][CH2:25][N:24]([CH2:13][C@:11]([CH3:14])([OH:12])[CH2:10][N:3]3[CH:4]=[C:5]([N+:7]([O-:9])=[O:8])[N:6]=[C:2]3[Cl:1])[CH2:23][CH2:22]2)[CH2:20][CH2:19][CH2:18][CH2:17][CH2:16]1, predict the reactants needed to synthesize it. The reactants are: [Cl:1][C:2]1[N:3]([CH2:10][C@:11]2([CH3:14])[CH2:13][O:12]2)[CH:4]=[C:5]([N+:7]([O-:9])=[O:8])[N:6]=1.[N:15]1([CH:21]2[CH2:26][CH2:25][NH:24][CH2:23][CH2:22]2)[CH2:20][CH2:19][CH2:18][CH2:17][CH2:16]1.O. (2) The reactants are: Cl[C:2]1[N:7]=[C:6]([CH3:8])[C:5]([CH:9]=[O:10])=[CH:4][CH:3]=1.[OH:11][C:12]1[CH:17]=[CH:16][C:15]([CH2:18][C:19]([O:21][CH3:22])=[O:20])=[CH:14][CH:13]=1.C([O-])([O-])=O.[K+].[K+]. Given the product [CH3:22][O:21][C:19](=[O:20])[CH2:18][C:15]1[CH:16]=[CH:17][C:12]([O:11][C:2]2[CH:3]=[CH:4][C:5]([CH:9]=[O:10])=[C:6]([CH3:8])[N:7]=2)=[CH:13][CH:14]=1, predict the reactants needed to synthesize it. (3) Given the product [C:11]([O:15][C:16](=[O:26])[CH2:17][S:18][C:19]1[CH:20]=[CH:21][C:22]([O:25][C:2]2[CH:3]=[CH:4][C:5]([CH:9]=[O:10])=[C:6]([CH3:8])[N:7]=2)=[CH:23][CH:24]=1)([CH3:14])([CH3:12])[CH3:13], predict the reactants needed to synthesize it. The reactants are: Cl[C:2]1[N:7]=[C:6]([CH3:8])[C:5]([CH:9]=[O:10])=[CH:4][CH:3]=1.[C:11]([O:15][C:16](=[O:26])[CH2:17][S:18][C:19]1[CH:24]=[CH:23][C:22]([OH:25])=[CH:21][CH:20]=1)([CH3:14])([CH3:13])[CH3:12].C([O-])([O-])=O.[K+].[K+]. (4) Given the product [C:52]([O:56][CH2:57][CH:58]([O:61][C:50](=[O:51])[NH:49][C:45]1[CH:46]=[CH:47][CH:48]=[C:43]([S:42][CH3:41])[CH:44]=1)[CH2:59][CH3:60])(=[O:55])[CH:53]=[CH2:54], predict the reactants needed to synthesize it. The reactants are: C(C1C=C(C)C=C(C(C)(C)C)C=1O)(C)(C)C.CN(CCCN1CN(CCCN(C)C)CN(CCCN(C)C)C1)C.[CH3:41][S:42][C:43]1[CH:44]=[C:45]([N:49]=[C:50]=[O:51])[CH:46]=[CH:47][CH:48]=1.[C:52]([O:56][CH2:57][CH:58]([OH:61])[CH2:59][CH3:60])(=[O:55])[CH:53]=[CH2:54].[N-]=C=O. (5) Given the product [CH3:28][O:27][C:25]([CH2:24][N:18]1[C:17](=[O:22])[CH:16]([CH2:15][C:6]2[CH:5]=[CH:4][C:3]([O:2][CH3:1])=[C:12]3[C:7]=2[CH:8]=[CH:9][C:10](=[O:14])[N:11]3[CH3:13])[S:20][C:19]1=[O:21])=[O:26], predict the reactants needed to synthesize it. The reactants are: [CH3:1][O:2][C:3]1[CH:4]=[CH:5][C:6]([CH2:15][CH:16]2[S:20][C:19](=[O:21])[NH:18][C:17]2=[O:22])=[C:7]2[C:12]=1[N:11]([CH3:13])[C:10](=[O:14])[CH:9]=[CH:8]2.Br[CH2:24][C:25]([O:27][CH3:28])=[O:26].C(=O)([O-])[O-].[K+].[K+].O.